From a dataset of Forward reaction prediction with 1.9M reactions from USPTO patents (1976-2016). Predict the product of the given reaction. Given the reactants [CH:1]([O:4][C:5]([N:7]1[CH2:12][CH2:11][CH:10]([CH:13]([O:15][C:16]2[CH:21]=[CH:20][C:19](B3OC(C)(C)C(C)(C)O3)=[CH:18][N:17]=2)[CH3:14])[CH2:9][CH2:8]1)=[O:6])([CH3:3])[CH3:2].C(OC(=O)[NH:37][C@@H:38]1[C@@H:42]([C:43]2[CH:48]=[C:47]([F:49])[CH:46]=[CH:45][C:44]=2[F:50])[CH2:41][N:40]([C:51]2[N:56]=[CH:55][C:54](Br)=[CH:53][N:52]=2)[CH2:39]1)(C)(C)C, predict the reaction product. The product is: [CH:1]([O:4][C:5]([N:7]1[CH2:8][CH2:9][CH:10]([C@@H:13]([O:15][C:16]2[CH:21]=[CH:20][C:19]([C:54]3[CH:55]=[N:56][C:51]([N:40]4[CH2:41][C@H:42]([C:43]5[CH:48]=[C:47]([F:49])[CH:46]=[CH:45][C:44]=5[F:50])[C@@H:38]([NH2:37])[CH2:39]4)=[N:52][CH:53]=3)=[CH:18][N:17]=2)[CH3:14])[CH2:11][CH2:12]1)=[O:6])([CH3:2])[CH3:3].